This data is from NCI-60 drug combinations with 297,098 pairs across 59 cell lines. The task is: Regression. Given two drug SMILES strings and cell line genomic features, predict the synergy score measuring deviation from expected non-interaction effect. (1) Drug 1: C1CC(=O)NC(=O)C1N2CC3=C(C2=O)C=CC=C3N. Drug 2: CC1CCCC2(C(O2)CC(NC(=O)CC(C(C(=O)C(C1O)C)(C)C)O)C(=CC3=CSC(=N3)C)C)C. Cell line: NCI/ADR-RES. Synergy scores: CSS=5.09, Synergy_ZIP=-1.72, Synergy_Bliss=-0.0471, Synergy_Loewe=0.134, Synergy_HSA=-1.29. (2) Drug 1: C(CC(=O)O)C(=O)CN.Cl. Drug 2: C1CCC(C(C1)N)N.C(=O)(C(=O)[O-])[O-].[Pt+4]. Cell line: SNB-75. Synergy scores: CSS=7.21, Synergy_ZIP=-1.40, Synergy_Bliss=2.64, Synergy_Loewe=3.21, Synergy_HSA=3.42.